From a dataset of Reaction yield outcomes from USPTO patents with 853,638 reactions. Predict the reaction yield, written as a fraction of the theoretical maximum amount of product (1.0 means a 100% yield; for example, 0.34 means a 34% yield). (1) The reactants are [Cl:1][C:2]1[N:7]=[C:6]([NH2:8])[C:5]([CH3:9])=[CH:4][N:3]=1.Br[C:11]1[CH:12]=[C:13]([S:17]([NH:20][C:21]([CH3:24])([CH3:23])[CH3:22])(=[O:19])=[O:18])[CH:14]=[CH:15][CH:16]=1.CC1(C)C2C(=C(P(C3C=CC=CC=3)C3C=CC=CC=3)C=CC=2)OC2C(P(C3C=CC=CC=3)C3C=CC=CC=3)=CC=CC1=2.C(=O)([O-])[O-].[Cs+].[Cs+]. The catalyst is O1CCOCC1.C(Cl)Cl.C1C=CC(/C=C/C(/C=C/C2C=CC=CC=2)=O)=CC=1.C1C=CC(/C=C/C(/C=C/C2C=CC=CC=2)=O)=CC=1.C1C=CC(/C=C/C(/C=C/C2C=CC=CC=2)=O)=CC=1.[Pd].[Pd]. The yield is 0.980. The product is [C:21]([NH:20][S:17]([C:13]1[CH:14]=[CH:15][CH:16]=[C:11]([NH:8][C:6]2[C:5]([CH3:9])=[CH:4][N:3]=[C:2]([Cl:1])[N:7]=2)[CH:12]=1)(=[O:19])=[O:18])([CH3:24])([CH3:22])[CH3:23]. (2) The reactants are [CH3:1][O:2][C:3]1[CH:8]=[CH:7][CH:6]=[C:5]([CH3:9])[C:4]=1[NH2:10].[Br:11]N1C(=O)CCC1=O. The catalyst is C(#N)C. The product is [Br:11][C:7]1[CH:6]=[C:5]([CH3:9])[C:4]([NH2:10])=[C:3]([O:2][CH3:1])[CH:8]=1. The yield is 0.260. (3) The reactants are [NH2:1][C:2]1[CH:7]=[CH:6][C:5]([C:8]2[C:16]3[C:11](=[CH:12][C:13]([F:17])=[CH:14][CH:15]=3)[N:10]([S:18]([C:21]3[CH:26]=[CH:25][CH:24]=[CH:23][CH:22]=3)(=[O:20])=[O:19])[CH:9]=2)=[CH:4][C:3]=1[NH:27][C:28](=O)[CH2:29][Cl:30].NC1C=C(C2C3C(=CC(F)=CC=3)N(S(C3C=CC=CC=3)(=O)=O)C=2)C=CC=1NC(=O)CCl. The catalyst is CC(O)=O. The product is [Cl:30][CH2:29][C:28]1[NH:1][C:2]2[CH:7]=[CH:6][C:5]([C:8]3[C:16]4[C:11](=[CH:12][C:13]([F:17])=[CH:14][CH:15]=4)[N:10]([S:18]([C:21]4[CH:26]=[CH:25][CH:24]=[CH:23][CH:22]=4)(=[O:19])=[O:20])[CH:9]=3)=[CH:4][C:3]=2[N:27]=1. The yield is 0.840.